From a dataset of Forward reaction prediction with 1.9M reactions from USPTO patents (1976-2016). Predict the product of the given reaction. (1) Given the reactants O.ON1C2C=CC=CC=2N=N1.Cl.CN(C)CCCN=C=NCC.[O:24]=[C:25]1[NH:30][N:29]=[C:28]([C:31]([OH:33])=O)[CH:27]=[CH:26]1.O[N:35]=[C:36]([C:38]1[CH:43]=[CH:42][C:41]([C:44]([CH3:50])([CH3:49])[C:45]([F:48])([F:47])[F:46])=[CH:40][CH:39]=1)[NH2:37], predict the reaction product. The product is: [F:46][C:45]([F:47])([F:48])[C:44]([C:41]1[CH:42]=[CH:43][C:38]([C:36]2[N:35]=[C:31]([C:28]3[CH:27]=[CH:26][C:25](=[O:24])[NH:30][N:29]=3)[O:33][N:37]=2)=[CH:39][CH:40]=1)([CH3:50])[CH3:49]. (2) The product is: [Br:8][C:5]1[CH:6]=[CH:7][C:2]([C:21]([OH:22])([CH3:23])[CH3:20])=[N:3][CH:4]=1. Given the reactants Br[C:2]1[CH:7]=[CH:6][C:5]([Br:8])=[CH:4][N:3]=1.C([Li])CCC.CCCCCC.[CH3:20][C:21]([CH3:23])=[O:22], predict the reaction product. (3) Given the reactants CN(C(ON1N=NC2C=CC=CC1=2)=[N+](C)C)C.F[P-](F)(F)(F)(F)F.[C:25]([O:29][C:30]([NH:32][C@H:33]1[CH2:37][C@H:36]([O:38][C:39]2[C:48]3[C:43](=[CH:44][C:45]([O:49][CH3:50])=[CH:46][CH:47]=3)[N:42]=[C:41]([C:51]3[CH:56]=[CH:55][CH:54]=[CH:53][CH:52]=3)[CH:40]=2)[CH2:35][C@H:34]1[C:57]([OH:59])=O)=[O:31])([CH3:28])([CH3:27])[CH3:26].FC(F)(F)C(O)=O.[NH2:67][C@:68]1([C:73]([NH:75][S:76]([C:79]2[CH:84]=[CH:83][CH:82]=[C:81]([O:85][CH2:86][C:87]3[CH:92]=[CH:91][CH:90]=[CH:89][CH:88]=3)[CH:80]=2)(=[O:78])=[O:77])=[O:74])[CH2:70][C@H:69]1[CH:71]=[CH2:72].CCN(C(C)C)C(C)C, predict the reaction product. The product is: [C:25]([O:29][C:30](=[O:31])[NH:32][C@H:33]1[CH2:37][C@H:36]([O:38][C:39]2[C:48]3[C:43](=[CH:44][C:45]([O:49][CH3:50])=[CH:46][CH:47]=3)[N:42]=[C:41]([C:51]3[CH:52]=[CH:53][CH:54]=[CH:55][CH:56]=3)[CH:40]=2)[CH2:35][C@H:34]1[C:57](=[O:59])[NH:67][C@:68]1([C:73]([NH:75][S:76]([C:79]2[CH:84]=[CH:83][CH:82]=[C:81]([O:85][CH2:86][C:87]3[CH:92]=[CH:91][CH:90]=[CH:89][CH:88]=3)[CH:80]=2)(=[O:78])=[O:77])=[O:74])[CH2:70][C@H:69]1[CH:71]=[CH2:72])([CH3:27])([CH3:26])[CH3:28].